From a dataset of Catalyst prediction with 721,799 reactions and 888 catalyst types from USPTO. Predict which catalyst facilitates the given reaction. (1) Reactant: Cl.Cl.[NH2:3][CH:4]1[C:22](=[O:23])[N:21]2[CH:17]([CH2:18][CH:19]([O:24][C:25]3[C:34]4[C:29](=[CH:30][CH:31]=[CH:32][CH:33]=4)[CH:28]=[CH:27][N:26]=3)[CH2:20]2)[C:16](=[O:35])[NH:15][C:14]2([C:36]([NH:38][S:39]([CH:42]3[CH2:44][CH2:43]3)(=[O:41])=[O:40])=[O:37])[CH:12]([CH2:13]2)[CH:11]=[CH:10][CH2:9][CH2:8][CH2:7][CH2:6][CH2:5]1.CCN(C(C)C)C(C)C.Cl[C:55]([O:57][CH3:58])=[O:56].CO.C(Cl)Cl. Product: [CH3:58][O:57][C:55](=[O:56])[NH:3][CH:4]1[C:22](=[O:23])[N:21]2[CH:17]([CH2:18][CH:19]([O:24][C:25]3[C:34]4[C:29](=[CH:30][CH:31]=[CH:32][CH:33]=4)[CH:28]=[CH:27][N:26]=3)[CH2:20]2)[C:16](=[O:35])[NH:15][C:14]2([C:36]([NH:38][S:39]([CH:42]3[CH2:43][CH2:44]3)(=[O:40])=[O:41])=[O:37])[CH:12]([CH2:13]2)[CH:11]=[CH:10][CH2:9][CH2:8][CH2:7][CH2:6][CH2:5]1. The catalyst class is: 91. (2) Reactant: [NH:1]([S:8]([CH2:11][CH2:12][CH2:13][CH2:14][CH2:15][C:16]([O:18]CC)=O)(=[O:10])=[O:9])[C:2]1[CH:7]=[CH:6][CH:5]=[CH:4][CH:3]=1.Cl.[NH2:22][OH:23].C[O-].[Na+]. Product: [NH:1]([S:8]([CH2:11][CH2:12][CH2:13][CH2:14][CH2:15][C:16]([NH:22][OH:23])=[O:18])(=[O:10])=[O:9])[C:2]1[CH:7]=[CH:6][CH:5]=[CH:4][CH:3]=1. The catalyst class is: 5. (3) Reactant: [CH3:1][N:2]([CH3:24])[CH2:3][CH2:4][O:5][C:6]1[CH:23]=[CH:22][C:9]2[N:10](COC)[C:11](=[O:18])[C:12]3[CH2:13][CH2:14][CH2:15][NH:16][C:17]=3[C:8]=2[CH:7]=1.[ClH:25]. Product: [ClH:25].[CH3:1][N:2]([CH3:24])[CH2:3][CH2:4][O:5][C:6]1[CH:23]=[CH:22][C:9]2[NH:10][C:11](=[O:18])[C:12]3[CH2:13][CH2:14][CH2:15][NH:16][C:17]=3[C:8]=2[CH:7]=1. The catalyst class is: 8. (4) Reactant: [Br:1][C:2](Br)=[N:3][OH:4].[F:6][C:7]1[CH:22]=[CH:21][C:10]([C:11]([N:13]2[CH2:18][CH2:17][CH2:16][CH:15]([C:19]#[N:20])[CH2:14]2)=[O:12])=[CH:9][CH:8]=1.C([O-])(O)=O.[Na+]. Product: [Br:1][C:2]1[N:20]=[C:19]([CH:15]2[CH2:16][CH2:17][CH2:18][N:13]([C:11]([C:10]3[CH:9]=[CH:8][C:7]([F:6])=[CH:22][CH:21]=3)=[O:12])[CH2:14]2)[O:4][N:3]=1. The catalyst class is: 727. (5) Reactant: [F:1][C:2]1[CH:7]=[C:6]([I:8])[CH:5]=[CH:4][C:3]=1[NH:9][C:10]1[C:15]2[CH:16]=[N:17][S:18][C:14]=2[CH:13]=[CH:12][C:11]=1[C:19]([OH:21])=O.C(N(C(C)C)CC)(C)C.C1C=CC2[N:39]([OH:40])N=NC=2C=1.[CH3:41][C:42]1([CH3:50])[O:46][C@H:45]([CH2:47]NO)[CH2:44][O:43]1.CCN=C=NCCCN(C)C. Product: [CH3:50][C:42]1([CH3:41])[O:46][C@@H:45]([CH2:47][O:40][NH:39][C:19]([C:11]2[CH:12]=[CH:13][C:14]3[S:18][N:17]=[CH:16][C:15]=3[C:10]=2[NH:9][C:3]2[CH:4]=[CH:5][C:6]([I:8])=[CH:7][C:2]=2[F:1])=[O:21])[CH2:44][O:43]1. The catalyst class is: 39. (6) Reactant: [CH:1]([C:4]1[CH2:8][C:7](=[O:9])[N:6]([C:10]([C:13]2[CH:18]=[CH:17][CH:16]=[CH:15][CH:14]=2)([CH3:12])[CH3:11])[N:5]=1)([CH3:3])[CH3:2].[OH-].[Ca+2].[OH-].Cl[C:23]([O:25][CH2:26][CH3:27])=[O:24]. Product: [OH:9][C:7]1[N:6]([C:10]([C:13]2[CH:14]=[CH:15][CH:16]=[CH:17][CH:18]=2)([CH3:12])[CH3:11])[N:5]=[C:4]([CH:1]([CH3:3])[CH3:2])[C:8]=1[C:23]([O:25][CH2:26][CH3:27])=[O:24]. The catalyst class is: 12. (7) Reactant: [C:1]([O:4][C:5]1[CH:10]=[CH:9][C:8]([C:11]2[N:12]=[C:13]([CH2:18][C:19]3[CH:24]=[CH:23][CH:22]=[CH:21][CH:20]=3)[C:14]([NH2:17])=[N:15][CH:16]=2)=[CH:7][CH:6]=1)(=[O:3])[CH3:2].[C:25]1([CH2:31][C:32](Cl)=[O:33])[CH:30]=[CH:29][CH:28]=[CH:27][CH:26]=1.C(=O)(O)[O-].[Na+]. Product: [C:1]([O:4][C:5]1[CH:6]=[CH:7][C:8]([C:11]2[N:12]=[C:13]([CH2:18][C:19]3[CH:24]=[CH:23][CH:22]=[CH:21][CH:20]=3)[C:14]([NH:17][C:32](=[O:33])[CH2:31][C:25]3[CH:30]=[CH:29][CH:28]=[CH:27][CH:26]=3)=[N:15][CH:16]=2)=[CH:9][CH:10]=1)(=[O:3])[CH3:2]. The catalyst class is: 537. (8) Reactant: CS(O[CH2:6][C@H:7]([NH:9][C:10]([O:12][C:13]([CH3:16])([CH3:15])[CH3:14])=[O:11])[CH3:8])(=O)=O.C(=O)([O-])[O-].[Cs+].[Cs+].[CH2:23]([NH:26][CH2:27][CH2:28][CH3:29])[CH2:24][CH3:25]. Product: [C:13]([O:12][C:10](=[O:11])[NH:9][C@H:7]([CH3:8])[CH2:6][N:26]([CH2:27][CH2:28][CH3:29])[CH2:23][CH2:24][CH3:25])([CH3:16])([CH3:15])[CH3:14]. The catalyst class is: 3. (9) Reactant: [CH2:1](Cl)[C:2]([CH2:4][Cl:5])=O.[NH2:7][C:8]([NH2:10])=[S:9]. Product: [ClH:5].[NH2:10][C:8]1[S:9][CH:1]=[C:2]([CH2:4][Cl:5])[N:7]=1. The catalyst class is: 21.